Dataset: NCI-60 drug combinations with 297,098 pairs across 59 cell lines. Task: Regression. Given two drug SMILES strings and cell line genomic features, predict the synergy score measuring deviation from expected non-interaction effect. (1) Drug 1: C1=CC(=CC=C1CC(C(=O)O)N)N(CCCl)CCCl.Cl. Drug 2: CC(C)CN1C=NC2=C1C3=CC=CC=C3N=C2N. Cell line: SR. Synergy scores: CSS=48.9, Synergy_ZIP=1.88, Synergy_Bliss=2.59, Synergy_Loewe=-3.39, Synergy_HSA=2.85. (2) Drug 1: C1CCC(C1)C(CC#N)N2C=C(C=N2)C3=C4C=CNC4=NC=N3. Drug 2: CN(CCCl)CCCl.Cl. Cell line: UACC62. Synergy scores: CSS=2.11, Synergy_ZIP=4.35, Synergy_Bliss=-1.10, Synergy_Loewe=-17.4, Synergy_HSA=-10.6. (3) Drug 1: CN(CC1=CN=C2C(=N1)C(=NC(=N2)N)N)C3=CC=C(C=C3)C(=O)NC(CCC(=O)O)C(=O)O. Drug 2: CS(=O)(=O)OCCCCOS(=O)(=O)C. Cell line: SW-620. Synergy scores: CSS=42.2, Synergy_ZIP=-2.04, Synergy_Bliss=-5.59, Synergy_Loewe=-12.9, Synergy_HSA=-4.50. (4) Drug 1: CN1C(=O)N2C=NC(=C2N=N1)C(=O)N. Drug 2: C1CNP(=O)(OC1)N(CCCl)CCCl. Cell line: OVCAR-8. Synergy scores: CSS=5.46, Synergy_ZIP=-1.73, Synergy_Bliss=1.31, Synergy_Loewe=-1.86, Synergy_HSA=-0.155. (5) Drug 1: CCCCCOC(=O)NC1=NC(=O)N(C=C1F)C2C(C(C(O2)C)O)O. Drug 2: CC1C(C(CC(O1)OC2CC(CC3=C2C(=C4C(=C3O)C(=O)C5=C(C4=O)C(=CC=C5)OC)O)(C(=O)CO)O)N)O.Cl. Cell line: HOP-62. Synergy scores: CSS=23.1, Synergy_ZIP=-7.15, Synergy_Bliss=-6.35, Synergy_Loewe=-31.9, Synergy_HSA=-4.97.